The task is: Predict the reactants needed to synthesize the given product.. This data is from Full USPTO retrosynthesis dataset with 1.9M reactions from patents (1976-2016). Given the product [ClH:51].[CH2:45]([C:42]1[N:23]([C:24]2[CH:33]=[C:32]3[C:27]([CH2:28][CH2:29][NH:30][CH2:31]3)=[CH:26][CH:25]=2)[CH:15]=[C:14]([C:11]2[CH:12]=[CH:13][C:8]([O:7][C:6]3[CH:17]=[CH:18][C:3]([O:2][CH3:1])=[CH:4][CH:5]=3)=[CH:9][CH:10]=2)[N:44]=1)[CH2:46][CH2:47][CH3:48], predict the reactants needed to synthesize it. The reactants are: [CH3:1][O:2][C:3]1[CH:18]=[CH:17][C:6]([O:7][C:8]2[CH:13]=[CH:12][C:11]([C:14](=O)[CH3:15])=[CH:10][CH:9]=2)=[CH:5][CH:4]=1.BrC(Br)=O.[NH2:23][C:24]1[CH:33]=[C:32]2[C:27]([CH2:28][CH2:29][N:30](C(OC(C)(C)C)=O)[CH2:31]2)=[CH:26][CH:25]=1.N[C:42]([NH2:44])=O.[C:45]([Cl:51])(=O)[CH2:46][CH2:47][CH2:48]C.N1C=CN=C1.